From a dataset of Reaction yield outcomes from USPTO patents with 853,638 reactions. Predict the reaction yield, written as a fraction of the theoretical maximum amount of product (1.0 means a 100% yield; for example, 0.34 means a 34% yield). (1) The reactants are [Br:1][C:2]1[CH:3]=[C:4]2[C:9](=[CH:10][CH:11]=1)[N:8]([C:12](=[O:14])[CH3:13])[C@@H:7]([CH3:15])[CH2:6][NH:5]2.C(N(CC)C(C)C)(C)C.[O:25]1[CH:29]=[CH:28][CH:27]=[C:26]1[C:30](Cl)=[O:31]. The catalyst is ClCCCl. The product is [Br:1][C:2]1[CH:3]=[C:4]2[C:9](=[CH:10][CH:11]=1)[N:8]([C:12](=[O:14])[CH3:13])[C@@H:7]([CH3:15])[CH2:6][N:5]2[C:30]([C:26]1[O:25][CH:29]=[CH:28][CH:27]=1)=[O:31]. The yield is 0.860. (2) The reactants are [CH3:1][O:2][C:3]([C:5]1[N:6]=[CH:7][C:8]2[C:13]([CH:14]=1)=[CH:12][CH:11]=[C:10]([N+:15]([O-])=O)[CH:9]=2)=[O:4]. The catalyst is CO. The product is [CH3:1][O:2][C:3]([C:5]1[N:6]=[CH:7][C:8]2[C:13]([CH:14]=1)=[CH:12][CH:11]=[C:10]([NH2:15])[CH:9]=2)=[O:4]. The yield is 1.00. (3) The reactants are [NH2:1][C:2]1[CH:3]=[C:4]([CH2:10][OH:11])[CH:5]=[C:6]([CH2:8][OH:9])[CH:7]=1.[CH3:12][S:13][S:14][C:15]([CH3:19])([CH3:18])[CH:16]=O.[BH4-].[Na+]. The catalyst is C(O)C. The product is [CH3:16][C:15]([S:14][S:13][CH3:12])([CH3:19])[CH2:18][NH:1][C:2]1[CH:3]=[C:4]([CH2:10][OH:11])[CH:5]=[C:6]([CH2:8][OH:9])[CH:7]=1. The yield is 0.650.